From a dataset of Peptide-MHC class II binding affinity with 134,281 pairs from IEDB. Regression. Given a peptide amino acid sequence and an MHC pseudo amino acid sequence, predict their binding affinity value. This is MHC class II binding data. (1) The peptide sequence is DKYNKQLMVSSCVTS. The MHC is H-2-IAb with pseudo-sequence H-2-IAb. The binding affinity (normalized) is 0.201. (2) The peptide sequence is EKKYFAATQFEILAA. The MHC is HLA-DQA10101-DQB10501 with pseudo-sequence HLA-DQA10101-DQB10501. The binding affinity (normalized) is 0.390.